From a dataset of Reaction yield outcomes from USPTO patents with 853,638 reactions. Predict the reaction yield, written as a fraction of the theoretical maximum amount of product (1.0 means a 100% yield; for example, 0.34 means a 34% yield). (1) The reactants are Cl.Cl.[CH2:3]1[C:12]2[C:7](=[CH:8][CH:9]=[N:10][CH:11]=2)[CH2:6][CH2:5][N:4]1[C:13]1[CH:19]=[CH:18][C:16]([NH2:17])=[CH:15][CH:14]=1.C(N(CC)C(C)C)(C)C.[C:29]1([CH3:38])[CH:34]=[CH:33][CH:32]=[C:31]([N:35]=[C:36]=[O:37])[CH:30]=1. The catalyst is C(Cl)Cl. The product is [CH2:3]1[C:12]2[C:7](=[CH:8][CH:9]=[N:10][CH:11]=2)[CH2:6][CH2:5][N:4]1[C:13]1[CH:19]=[CH:18][C:16]([NH:17][C:36]([NH:35][C:31]2[CH:32]=[CH:33][CH:34]=[C:29]([CH3:38])[CH:30]=2)=[O:37])=[CH:15][CH:14]=1. The yield is 0.880. (2) The reactants are [C:1]([C:5]1[O:9][N:8]=[C:7]([NH:10][C:11]([NH:13][C:14]2[CH:19]=[CH:18][CH:17]=[C:16]([S:20][C:21]3[C:30]4[C:25](=[CH:26][C:27]([O:33][CH2:34][CH2:35]Cl)=[C:28]([O:31][CH3:32])[CH:29]=4)[N:24]=[CH:23][N:22]=3)[CH:15]=2)=[O:12])[CH:6]=1)([CH3:4])([CH3:3])[CH3:2].[NH:37]1[CH2:42][CH2:41][CH2:40][CH2:39][CH2:38]1.C(N(C(C)C)CC)(C)C. The catalyst is CN(C=O)C.[I-].C([N+](CCCC)(CCCC)CCCC)CCC. The product is [C:1]([C:5]1[O:9][N:8]=[C:7]([NH:10][C:11]([NH:13][C:14]2[CH:19]=[CH:18][CH:17]=[C:16]([S:20][C:21]3[C:30]4[C:25](=[CH:26][C:27]([O:33][CH2:34][CH2:35][N:37]5[CH2:42][CH2:41][CH2:40][CH2:39][CH2:38]5)=[C:28]([O:31][CH3:32])[CH:29]=4)[N:24]=[CH:23][N:22]=3)[CH:15]=2)=[O:12])[CH:6]=1)([CH3:4])([CH3:3])[CH3:2]. The yield is 0.170. (3) The reactants are C([O:8][N:9]1[C:15](=[O:16])[N:14]2[CH2:17][C@@H:10]1[CH2:11][CH2:12][C@@H:13]2[C:18]([NH:20][NH:21][C:22]([CH:24]1[CH2:27][N:26]([C:28]([O:30][C:31]([CH3:34])([CH3:33])[CH3:32])=[O:29])[CH2:25]1)=[O:23])=[O:19])C1C=CC=CC=1.[H][H]. The catalyst is CO.[Pd]. The product is [OH:8][N:9]1[C:15](=[O:16])[N:14]2[CH2:17][C@@H:10]1[CH2:11][CH2:12][C@@H:13]2[C:18]([NH:20][NH:21][C:22]([CH:24]1[CH2:25][N:26]([C:28]([O:30][C:31]([CH3:34])([CH3:33])[CH3:32])=[O:29])[CH2:27]1)=[O:23])=[O:19]. The yield is 0.880. (4) The catalyst is C(O)(=O)C.CCCCCC. The yield is 0.410. The product is [CH3:34][N:22]1[CH2:23][CH:24]([O:25][CH2:26][CH2:27][CH2:28][CH2:29][CH2:30][CH2:31][CH2:32][CH3:33])[CH:20]([O:19][CH2:1][CH2:2][CH2:3][CH2:4][CH2:5][CH2:6][CH2:7][CH2:8]/[CH:9]=[CH:10]\[CH2:11]/[CH:12]=[CH:13]\[CH2:14][CH2:15][CH2:16][CH2:17][CH3:18])[CH2:21]1. The reactants are [CH2:1]([O:19][CH:20]1[CH:24]([O:25][CH2:26][CH2:27][CH2:28][CH2:29][CH2:30][CH2:31][CH2:32][CH3:33])[CH2:23][NH:22][CH2:21]1)[CH2:2][CH2:3][CH2:4][CH2:5][CH2:6][CH2:7][CH2:8]/[CH:9]=[CH:10]\[CH2:11]/[CH:12]=[CH:13]\[CH2:14][CH2:15][CH2:16][CH2:17][CH3:18].[CH2:34]1COCC1.C=O.C([O-])([O-])=O.[K+].[K+].